Dataset: Full USPTO retrosynthesis dataset with 1.9M reactions from patents (1976-2016). Task: Predict the reactants needed to synthesize the given product. Given the product [Br:16][C:17]1[N:18]=[CH:19][C:20]([NH:1][C:2]2[CH:14]=[CH:13][C:12]([CH3:15])=[CH:11][C:3]=2[C:4]([O:6][C:7]([CH3:10])([CH3:9])[CH3:8])=[O:5])=[CH:21][CH:22]=1, predict the reactants needed to synthesize it. The reactants are: [NH2:1][C:2]1[CH:14]=[CH:13][C:12]([CH3:15])=[CH:11][C:3]=1[C:4]([O:6][C:7]([CH3:10])([CH3:9])[CH3:8])=[O:5].[Br:16][C:17]1[CH:22]=[CH:21][C:20](I)=[CH:19][N:18]=1.C1C=CC(P(C2C(C3C(P(C4C=CC=CC=4)C4C=CC=CC=4)=CC=C4C=3C=CC=C4)=C3C(C=CC=C3)=CC=2)C2C=CC=CC=2)=CC=1.CC([O-])(C)C.[Na+].